From a dataset of Forward reaction prediction with 1.9M reactions from USPTO patents (1976-2016). Predict the product of the given reaction. (1) Given the reactants Br[C:2]1[CH:3]=[CH:4][C:5]([C:9]([O:11][CH3:12])=[O:10])=[N:6][C:7]=1[CH3:8].[B:13]1([B:13]2[O:17][C:16]([CH3:19])([CH3:18])[C:15]([CH3:21])([CH3:20])[O:14]2)[O:17][C:16]([CH3:19])([CH3:18])[C:15]([CH3:21])([CH3:20])[O:14]1.C([O-])(=O)C.[K+], predict the reaction product. The product is: [CH3:8][C:7]1[N:6]=[C:5]([C:9]([O:11][CH3:12])=[O:10])[CH:4]=[CH:3][C:2]=1[B:13]1[O:17][C:16]([CH3:19])([CH3:18])[C:15]([CH3:21])([CH3:20])[O:14]1. (2) Given the reactants [C:1]([NH:8][C:9]1[CH:10]=[C:11]([CH:15]=[CH:16][CH:17]=1)[C:12]([OH:14])=O)([O:3][C:4]([CH3:7])([CH3:6])[CH3:5])=[O:2].CN(C(ON1N=NC2C=CC=NC1=2)=[N+](C)C)C.F[P-](F)(F)(F)(F)F.[C:42]1([C@@H:52]([NH2:54])[CH3:53])[C:51]2[C:46](=[CH:47][CH:48]=[CH:49][CH:50]=2)[CH:45]=[CH:44][CH:43]=1.C(N(CC)C(C)C)(C)C, predict the reaction product. The product is: [C:4]([O:3][C:1](=[O:2])[NH:8][C:9]1[CH:17]=[CH:16][CH:15]=[C:11]([C:12](=[O:14])[NH:54][C@H:52]([C:42]2[C:51]3[C:46](=[CH:47][CH:48]=[CH:49][CH:50]=3)[CH:45]=[CH:44][CH:43]=2)[CH3:53])[CH:10]=1)([CH3:5])([CH3:6])[CH3:7]. (3) Given the reactants [CH3:1][C:2]1[CH:7]=[CH:6][N:5]=[N:4][CH:3]=1.[CH3:8][O:9][C:10](=[O:19])[C:11]1[CH:16]=[CH:15][C:14]([CH2:17]Br)=[CH:13][CH:12]=1, predict the reaction product. The product is: [CH3:8][O:9][C:10](=[O:19])[C:11]1[CH:16]=[CH:15][C:14]([C:17]2[N:4]3[N:5]=[CH:6][CH:7]=[C:2]([CH3:1])[C:3]3=[C:2]([C:3]#[N:4])[CH:1]=2)=[CH:13][CH:12]=1. (4) The product is: [NH:8]1[C:9]([C:10]2[CH:11]=[C:12]([CH:38]=[CH:39][CH:40]=2)[CH2:13][O:14][CH2:15][C@@H:16]([NH:19][C:20](=[O:37])[C@H:21]([CH2:29][C:30]2[CH:35]=[CH:34][CH:33]=[C:32]([CH3:36])[CH:31]=2)[NH:22][C:23]2[CH:28]=[CH:27][CH:26]=[CH:25][CH:24]=2)[C:17]#[N:18])=[N:5][N:6]=[N:7]1. Given the reactants C(CC[N:5]1[C:9]([C:10]2[CH:11]=[C:12]([CH:38]=[CH:39][CH:40]=2)[CH2:13][O:14][CH2:15][C@@H:16]([NH:19][C:20](=[O:37])[C@H:21]([CH2:29][C:30]2[CH:35]=[CH:34][CH:33]=[C:32]([CH3:36])[CH:31]=2)[NH:22][C:23]2[CH:28]=[CH:27][CH:26]=[CH:25][CH:24]=2)[C:17]#[N:18])=[N:8][N:7]=[N:6]1)#N.C1CCN2C(=NCCC2)CC1, predict the reaction product.